This data is from Full USPTO retrosynthesis dataset with 1.9M reactions from patents (1976-2016). The task is: Predict the reactants needed to synthesize the given product. (1) The reactants are: [CH:1]1[N:9]2[C:4]([C:5]3([CH2:18][CH2:17][NH:16][CH2:15][CH2:14]3)[O:6][C:7]3[CH:13]=[CH:12][CH:11]=[CH:10][C:8]=32)=[CH:3][CH:2]=1.[F:19][C:20]1[CH:28]=[CH:27][C:23]([C:24](O)=[O:25])=[CH:22][C:21]=1[S:29]([CH3:32])(=[O:31])=[O:30].C(N(CC)CC)C.C(Cl)CCl. Given the product [F:19][C:20]1[CH:28]=[CH:27][C:23]([C:24]([N:16]2[CH2:17][CH2:18][C:5]3([C:4]4=[CH:3][CH:2]=[CH:1][N:9]4[C:8]4[CH:10]=[CH:11][CH:12]=[CH:13][C:7]=4[O:6]3)[CH2:14][CH2:15]2)=[O:25])=[CH:22][C:21]=1[S:29]([CH3:32])(=[O:30])=[O:31], predict the reactants needed to synthesize it. (2) Given the product [O:28]1[C:24]2([CH2:29][CH2:30][N:21]([C:18]3[CH:17]=[CH:16][C:15]([C:13]4[NH:32][NH:8][C:11](=[O:31])[CH:12]=4)=[CH:20][CH:19]=3)[CH2:22][CH2:23]2)[O:25][CH2:26][CH2:27]1, predict the reactants needed to synthesize it. The reactants are: O1C2(CC[N:8]([C:11](=[O:31])[CH2:12][C:13]([C:15]3[CH:20]=[CH:19][C:18]([N:21]4[CH2:30][CH2:29][C:24]5([O:28][CH2:27][CH2:26][O:25]5)[CH2:23][CH2:22]4)=[CH:17][CH:16]=3)=O)CC2)OCC1.[NH2:32]N.